From a dataset of Catalyst prediction with 721,799 reactions and 888 catalyst types from USPTO. Predict which catalyst facilitates the given reaction. (1) Reactant: Cl[C:2]1[N:7]=[C:6]([O:8][CH2:9][C:10]2[CH:11]=[C:12]([CH:15]=[CH:16][CH:17]=2)[C:13]#[N:14])[CH:5]=[N:4][CH:3]=1.[NH:18]1[CH2:23][CH2:22][NH:21][CH2:20][CH2:19]1. Product: [N:18]1([C:2]2[CH:3]=[N:4][CH:5]=[C:6]([O:8][CH2:9][C:10]3[CH:11]=[C:12]([CH:15]=[CH:16][CH:17]=3)[C:13]#[N:14])[N:7]=2)[CH2:23][CH2:22][NH:21][CH2:20][CH2:19]1. The catalyst class is: 8. (2) Reactant: B.C1COCC1.[Br:7][CH2:8][C:9]([C:11]1[CH:22]=[CH:21][C:14]2[O:15][C:16]([CH3:20])([CH3:19])[O:17][CH2:18][C:13]=2[CH:12]=1)=[O:10].CO. Product: [Br:7][CH2:8][C@@H:9]([C:11]1[CH:22]=[CH:21][C:14]2[O:15][C:16]([CH3:19])([CH3:20])[O:17][CH2:18][C:13]=2[CH:12]=1)[OH:10]. The catalyst class is: 1. (3) Reactant: [CH:1]1([CH2:4][O:5][C:6]2[CH:7]=[C:8]([CH:13]=[CH:14][C:15]=2/[CH:16]=[N:17]\OC)[C:9]([O:11][CH3:12])=[O:10])[CH2:3][CH2:2]1.Cl. Product: [NH2:17][CH2:16][C:15]1[CH:14]=[CH:13][C:8]([C:9]([O:11][CH3:12])=[O:10])=[CH:7][C:6]=1[O:5][CH2:4][CH:1]1[CH2:3][CH2:2]1. The catalyst class is: 19. (4) Reactant: [CH3:1][O:2][C:3]1[CH:10]=[CH:9][C:6]([CH2:7]O)=[CH:5][CH:4]=1.O=S(Cl)[Cl:13]. Product: [Cl:13][CH2:7][C:6]1[CH:9]=[CH:10][C:3]([O:2][CH3:1])=[CH:4][CH:5]=1. The catalyst class is: 12. (5) Product: [CH2:1]([O:8][C:9]1[CH:10]=[CH:11][C:12]([C@@H:20]([OH:23])[CH2:21][Br:22])=[C:13]2[C:18]=1[NH:17][C:16](=[O:19])[CH:15]=[CH:14]2)[C:2]1[CH:3]=[CH:4][CH:5]=[CH:6][CH:7]=1. Reactant: [CH2:1]([O:8][C:9]1[CH:10]=[CH:11][C:12]([C:20](=[O:23])[CH2:21][Br:22])=[C:13]2[C:18]=1[NH:17][C:16](=[O:19])[CH:15]=[CH:14]2)[C:2]1[CH:7]=[CH:6][CH:5]=[CH:4][CH:3]=1.C1(C2(C3C=CC=CC=3)OB(C)N3CCC[C@H]23)C=CC=CC=1.C1(C)C=CC=CC=1. The catalyst class is: 1. (6) Reactant: ClC1C=C(Cl)C=CC=1C(Cl)=O.[Cl:12][C:13]1[CH:18]=[C:17]([Cl:19])[CH:16]=[CH:15][C:14]=1[C:20]([N:22]=[C:23]=[S:24])=[O:21].[CH3:25][O:26][C:27]1[CH:28]=[C:29]2[C:34](=[CH:35][C:36]=1[O:37][CH3:38])[N:33]=[CH:32][CH:31]=[C:30]2[O:39][C:40]1[CH:46]=[CH:45][C:43]([NH2:44])=[CH:42][C:41]=1[F:47].C1(C)C=CC=CC=1. Product: [Cl:12][C:13]1[CH:18]=[C:17]([Cl:19])[CH:16]=[CH:15][C:14]=1[C:20]([N:22]=[C:23]=[S:24])=[O:21].[Cl:12][C:13]1[CH:18]=[C:17]([Cl:19])[CH:16]=[CH:15][C:14]=1[C:20]([NH:22][C:23]([NH:44][C:43]1[CH:45]=[CH:46][C:40]([O:39][C:30]2[C:29]3[C:34](=[CH:35][C:36]([O:37][CH3:38])=[C:27]([O:26][CH3:25])[CH:28]=3)[N:33]=[CH:32][CH:31]=2)=[C:41]([F:47])[CH:42]=1)=[S:24])=[O:21]. The catalyst class is: 8.